From a dataset of Full USPTO retrosynthesis dataset with 1.9M reactions from patents (1976-2016). Predict the reactants needed to synthesize the given product. (1) Given the product [CH3:24][C:15]1[C:14]([NH:13][C:3]2[CH:4]=[CH:5][C:6]([O:8][C:9]([F:11])([F:12])[F:10])=[CH:7][C:2]=2[NH:1][C:30]([C@H:26]2[CH2:27][CH2:28][CH2:29][O:25]2)=[O:31])=[CH:23][CH:22]=[CH:21][C:16]=1[C:17]([O:19][CH3:20])=[O:18], predict the reactants needed to synthesize it. The reactants are: [NH2:1][C:2]1[CH:7]=[C:6]([O:8][C:9]([F:12])([F:11])[F:10])[CH:5]=[CH:4][C:3]=1[NH:13][C:14]1[C:15]([CH3:24])=[C:16]([CH:21]=[CH:22][CH:23]=1)[C:17]([O:19][CH3:20])=[O:18].[O:25]1[CH2:29][CH2:28][CH2:27][C@@H:26]1[C:30](O)=[O:31].Cl.C(N=C=NCCCN(C)C)C.O.ON1C2C=CC=CC=2N=N1. (2) Given the product [C:17]([Si:21]([CH3:41])([CH3:40])[O:22][CH2:23][CH2:24][CH2:25][CH2:26][CH2:27][CH:28]1[O:39][C:30](=[O:31])[CH:29]1[CH2:33][CH2:34][CH2:35][CH2:36][CH2:37][CH3:38])([CH3:20])([CH3:19])[CH3:18], predict the reactants needed to synthesize it. The reactants are: N1C=CC=CC=1.C1(S(Cl)(=O)=O)C=CC=CC=1.[C:17]([Si:21]([CH3:41])([CH3:40])[O:22][CH2:23][CH2:24][CH2:25][CH2:26][CH2:27][CH:28]([OH:39])[CH:29]([CH2:33][CH2:34][CH2:35][CH2:36][CH2:37][CH3:38])[C:30](O)=[O:31])([CH3:20])([CH3:19])[CH3:18]. (3) Given the product [Cl:27][C:24]1[N:23]=[CH:22][C:21]([CH2:20][O:14][CH:11]2[CH2:12][CH2:13][N:8]([C:6]([O:5][C:1]([CH3:4])([CH3:2])[CH3:3])=[O:7])[CH2:9][CH2:10]2)=[CH:26][CH:25]=1, predict the reactants needed to synthesize it. The reactants are: [C:1]([O:5][C:6]([N:8]1[CH2:13][CH2:12][CH:11]([OH:14])[CH2:10][CH2:9]1)=[O:7])([CH3:4])([CH3:3])[CH3:2].CS(O[CH2:20][C:21]1[CH:22]=[N:23][C:24]([Cl:27])=[CH:25][CH:26]=1)(=O)=O. (4) Given the product [CH:17]1([C:2]2[CH:3]=[C:4]([N+:14]([O-:16])=[O:15])[C:5]([NH:8][CH2:9][C:10]([O:12][CH3:13])=[O:11])=[N:6][CH:7]=2)[CH2:19][CH2:18]1, predict the reactants needed to synthesize it. The reactants are: I[C:2]1[CH:3]=[C:4]([N+:14]([O-:16])=[O:15])[C:5]([NH:8][CH2:9][C:10]([O:12][CH3:13])=[O:11])=[N:6][CH:7]=1.[CH:17]1(B(O)O)[CH2:19][CH2:18]1.C1(P(C2CCCCC2)C2CCCCC2)CCCCC1.P([O-])([O-])([O-])=O.[K+].[K+].[K+]. (5) Given the product [Cl:11][C:12]1[CH:13]=[C:14]([CH:16]=[C:17]([Cl:19])[CH:18]=1)[N:15]=[CH:7][C:6]1[CH:9]=[C:2]([Br:1])[CH:3]=[CH:4][C:5]=1[OH:10], predict the reactants needed to synthesize it. The reactants are: [Br:1][C:2]1[CH:9]=[C:6]([CH:7]=O)[C:5]([OH:10])=[CH:4][CH:3]=1.[Cl:11][C:12]1[CH:13]=[C:14]([CH:16]=[C:17]([Cl:19])[CH:18]=1)[NH2:15]. (6) The reactants are: [CH3:1][N:2]1[CH2:7][CH2:6][N:5]([CH2:8][CH2:9][O:10][C:11]2[CH:16]=[CH:15][N:14]3[C:17]([C:20]([O-])=[O:21])=[CH:18][N:19]=[C:13]3[CH:12]=2)[CH2:4][CH2:3]1.[Li+].ClC1C=C(Cl)C=C(Cl)C=1C(Cl)=O.[CH:36]([C:39]1[N:44]=[C:43]([CH2:45][N:46]2[C:54]3[CH:53]=[CH:52][CH:51]=[C:50]([NH2:55])[C:49]=3[CH:48]=[N:47]2)[CH:42]=[CH:41][CH:40]=1)([CH3:38])[CH3:37].[OH-].[Na+].[NH4+].[Cl-]. Given the product [CH:36]([C:39]1[N:44]=[C:43]([CH2:45][N:46]2[C:54]3[C:49](=[C:50]([NH:55][C:20]([C:17]4[N:14]5[CH:15]=[CH:16][C:11]([O:10][CH2:9][CH2:8][N:5]6[CH2:4][CH2:3][N:2]([CH3:1])[CH2:7][CH2:6]6)=[CH:12][C:13]5=[N:19][CH:18]=4)=[O:21])[CH:51]=[CH:52][CH:53]=3)[CH:48]=[N:47]2)[CH:42]=[CH:41][CH:40]=1)([CH3:38])[CH3:37], predict the reactants needed to synthesize it.